Predict which catalyst facilitates the given reaction. From a dataset of Catalyst prediction with 721,799 reactions and 888 catalyst types from USPTO. (1) Reactant: [CH:1]1([C:4]2[C:9]([O:10][C:11]([F:14])([F:13])[CH3:12])=[CH:8][CH:7]=[CH:6][N:5]=2)[CH2:3][CH2:2]1.[B:15]1([B:15]2[O:19][C:18]([CH3:21])([CH3:20])[C:17]([CH3:23])([CH3:22])[O:16]2)[O:19][C:18]([CH3:21])([CH3:20])[C:17]([CH3:23])([CH3:22])[O:16]1. Product: [CH:1]1([C:4]2[C:9]([O:10][C:11]([F:14])([F:13])[CH3:12])=[CH:8][C:7]([B:15]3[O:19][C:18]([CH3:21])([CH3:20])[C:17]([CH3:23])([CH3:22])[O:16]3)=[CH:6][N:5]=2)[CH2:2][CH2:3]1. The catalyst class is: 12. (2) Reactant: Br[C:2]1[C:11]([F:12])=[C:10]2[C:5]([CH:6]=[CH:7][C:8]([CH3:13])=[N:9]2)=[CH:4][CH:3]=1.[Br-].[CH:15]1([Zn+])[CH2:17][CH2:16]1.C(OCC)(=O)C.O. Product: [CH:15]1([C:2]2[C:11]([F:12])=[C:10]3[C:5]([CH:6]=[CH:7][C:8]([CH3:13])=[N:9]3)=[CH:4][CH:3]=2)[CH2:17][CH2:16]1. The catalyst class is: 176. (3) Reactant: [CH3:1][C:2]1[CH:10]=[C:9]([C:11]([NH:13][CH:14]2[CH2:19][CH2:18][NH:17][CH2:16][CH2:15]2)=[O:12])[CH:8]=[C:7]([CH3:20])[C:3]=1[C:4]([OH:6])=[O:5].[CH2:21]([O:23][C:24]1[CH:25]=[C:26]([CH:29]=[C:30]([O:37][CH2:38][CH3:39])[C:31]=1[N:32]1[CH:36]=[CH:35][CH:34]=[CH:33]1)[CH:27]=O)[CH3:22].C([BH3-])#N.[Na+].C(N(C(C)C)C(C)C)C. Product: [CH2:21]([O:23][C:24]1[CH:25]=[C:26]([CH:29]=[C:30]([O:37][CH2:38][CH3:39])[C:31]=1[N:32]1[CH:36]=[CH:35][CH:34]=[CH:33]1)[CH2:27][N:17]1[CH2:16][CH2:15][CH:14]([NH:13][C:11](=[O:12])[C:9]2[CH:10]=[C:2]([CH3:1])[C:3]([C:4]([OH:6])=[O:5])=[C:7]([CH3:20])[CH:8]=2)[CH2:19][CH2:18]1)[CH3:22]. The catalyst class is: 212. (4) Reactant: [C:1]([C:3]1[CH:8]=[CH:7][C:6]([S:9](Cl)(=[O:11])=[O:10])=[CH:5][CH:4]=1)#[N:2].[CH3:13][NH:14][CH3:15].C1COCC1.C(N(CC)CC)C. Product: [C:1]([C:3]1[CH:8]=[CH:7][C:6]([S:9]([N:14]([CH3:15])[CH3:13])(=[O:11])=[O:10])=[CH:5][CH:4]=1)#[N:2]. The catalyst class is: 91. (5) Reactant: C=O.S(=O)(=O)(O)O.[C:8]1([CH2:18][OH:19])[C:17]2[C:12](=[CH:13][CH:14]=[CH:15][CH:16]=2)[CH:11]=[CH:10][CH:9]=1.C(C1C=CC=CC=1)C. Product: [C:8]1([CH:18]=[O:19])[C:17]2[C:12](=[CH:13][CH:14]=[CH:15][CH:16]=2)[CH:11]=[CH:10][CH:9]=1. The catalyst class is: 824. (6) Reactant: [NH2:1][CH2:2][C@H:3]1[CH2:6][C@H:5]([N:7]2[C:11]3[N:12]=[CH:13][N:14]=[C:15]([NH2:16])[C:10]=3[C:9]([C:17]3[CH:22]=[CH:21][CH:20]=[C:19]([O:23][CH2:24][C:25]4[CH:30]=[CH:29][CH:28]=[CH:27][CH:26]=4)[CH:18]=3)=[CH:8]2)[CH2:4]1.[O-:31][C:32]#[N:33].[K+]. Product: [NH2:16][C:15]1[C:10]2[C:9]([C:17]3[CH:22]=[CH:21][CH:20]=[C:19]([O:23][CH2:24][C:25]4[CH:30]=[CH:29][CH:28]=[CH:27][CH:26]=4)[CH:18]=3)=[CH:8][N:7]([C@H:5]3[CH2:4][C@H:3]([CH2:2][NH:1][C:32]([NH2:33])=[O:31])[CH2:6]3)[C:11]=2[N:12]=[CH:13][N:14]=1. The catalyst class is: 5. (7) Reactant: [CH2:1]([O:8][N:9]1[C:15](=[O:16])[N:14]2[CH2:17][C@H:10]1[CH2:11][CH2:12][C@H:13]2[C:18]([NH:20][NH:21][C:22]([N:24]1[CH2:29][CH2:28][N:27]([C:30]([O:32][C:33]([CH3:36])([CH3:35])[CH3:34])=[O:31])[CH2:26][CH2:25]1)=[O:23])=O)[C:2]1[CH:7]=[CH:6][CH:5]=[CH:4][CH:3]=1.N1C=CC=CC=1.O(S(C(F)(F)F)(=O)=O)S(C(F)(F)F)(=O)=O.C([O-])(O)=O.[Na+]. Product: [CH2:1]([O:8][N:9]1[C:15](=[O:16])[N:14]2[CH2:17][C@H:10]1[CH2:11][CH2:12][C@H:13]2[C:18]1[O:23][C:22]([N:24]2[CH2:29][CH2:28][N:27]([C:30]([O:32][C:33]([CH3:35])([CH3:36])[CH3:34])=[O:31])[CH2:26][CH2:25]2)=[N:21][N:20]=1)[C:2]1[CH:3]=[CH:4][CH:5]=[CH:6][CH:7]=1. The catalyst class is: 2. (8) Product: [I-:11].[CH2:1]([N+:3]1([CH3:10])[CH2:8][CH2:7][C:6](=[O:9])[CH2:5][CH2:4]1)[CH3:2]. The catalyst class is: 21. Reactant: [CH2:1]([N:3]1[CH2:8][CH2:7][C:6](=[O:9])[CH2:5][CH2:4]1)[CH3:2].[CH3:10][I:11].